This data is from Reaction yield outcomes from USPTO patents with 853,638 reactions. The task is: Predict the reaction yield, written as a fraction of the theoretical maximum amount of product (1.0 means a 100% yield; for example, 0.34 means a 34% yield). (1) The reactants are [Br:1][C:2]1[CH:7]=[CH:6][C:5]([C:8]2[NH:12][C:11]([C@@H:13]3[CH2:17][C@@H:16](O)[CH2:15][N:14]3[C:19]([O:21][CH2:22][C:23]3[CH:28]=[CH:27][CH:26]=[CH:25][CH:24]=3)=[O:20])=[N:10][CH:9]=2)=[CH:4][CH:3]=1.COCCN(S(F)(F)[F:39])CCOC.C(=O)(O)[O-].[Na+]. The catalyst is C(Cl)Cl. The product is [Br:1][C:2]1[CH:7]=[CH:6][C:5]([C:8]2[NH:12][C:11]([C@@H:13]3[CH2:17][C@H:16]([F:39])[CH2:15][N:14]3[C:19]([O:21][CH2:22][C:23]3[CH:28]=[CH:27][CH:26]=[CH:25][CH:24]=3)=[O:20])=[N:10][CH:9]=2)=[CH:4][CH:3]=1. The yield is 0.620. (2) The reactants are [Br:1][C:2]1[CH:3]=[C:4]2[C:9](=[CH:10][CH:11]=1)[N:8]=[C:7](Cl)[CH:6]=[N:5]2.CC1(C)C(C)(C)OB([C:21]2[CH:22]=[CH:23][C:24]3[N:28]=[C:27]([C@@H:29]4[CH2:34][C@@H:33]5[C@@H:31]([CH2:32]5)[N:30]4[C:35]([O:37][C:38]([CH3:41])([CH3:40])[CH3:39])=[O:36])[NH:26][C:25]=3[CH:42]=2)O1.C(=O)(O)[O-].[Na+]. The catalyst is O1CCOCC1.O.CO.C1C=CC([P]([Pd]([P](C2C=CC=CC=2)(C2C=CC=CC=2)C2C=CC=CC=2)([P](C2C=CC=CC=2)(C2C=CC=CC=2)C2C=CC=CC=2)[P](C2C=CC=CC=2)(C2C=CC=CC=2)C2C=CC=CC=2)(C2C=CC=CC=2)C2C=CC=CC=2)=CC=1. The product is [Br:1][C:2]1[CH:3]=[C:4]2[C:9](=[CH:10][CH:11]=1)[N:8]=[C:7]([C:22]1[CH:21]=[CH:42][C:25]3[N:26]=[C:27]([C@@H:29]4[CH2:34][C@@H:33]5[C@@H:31]([CH2:32]5)[N:30]4[C:35]([O:37][C:38]([CH3:40])([CH3:39])[CH3:41])=[O:36])[NH:28][C:24]=3[CH:23]=1)[CH:6]=[N:5]2. The yield is 0.820. (3) The yield is 0.850. The product is [Br:1][C:2]1[CH:7]=[CH:6][C:5]([C:8](=[C:18]2[CH2:23][CH2:22][CH2:21][CH2:20][CH2:19]2)[C:10]2[CH:15]=[CH:14][C:13]([OH:16])=[CH:12][CH:11]=2)=[CH:4][C:3]=1[CH3:17]. The reactants are [Br:1][C:2]1[CH:7]=[CH:6][C:5]([C:8]([C:10]2[CH:15]=[CH:14][C:13]([OH:16])=[CH:12][CH:11]=2)=O)=[CH:4][C:3]=1[CH3:17].[C:18]1(=O)[CH2:23][CH2:22][CH2:21][CH2:20][CH2:19]1. The catalyst is C1COCC1.[Ti](Cl)(Cl)(Cl)Cl.[Zn]. (4) The reactants are COC[O:4][C:5]1[CH:10]=[C:9]([O:11]COC)[CH:8]=[CH:7][C:6]=1[CH:15]1[CH2:20][CH2:19][C:18](=[CH:21][C:22]#[N:23])[CH2:17][CH2:16]1.Cl.C(=O)(O)[O-].[Na+]. The product is [OH:4][C:5]1[CH:10]=[C:9]([OH:11])[CH:8]=[CH:7][C:6]=1[CH:15]1[CH2:16][CH2:17][C:18](=[CH:21][C:22]#[N:23])[CH2:19][CH2:20]1. The catalyst is CO. The yield is 0.880.